The task is: Predict the reaction yield, written as a fraction of the theoretical maximum amount of product (1.0 means a 100% yield; for example, 0.34 means a 34% yield).. This data is from Reaction yield outcomes from USPTO patents with 853,638 reactions. (1) The reactants are [Br:1][C:2]1[CH:7]=[CH:6][C:5]([CH2:8][C:9]([OH:11])=O)=[CH:4][C:3]=1[F:12].[Si:13]([O:20][CH2:21][C:22]([CH3:36])([CH3:35])[CH2:23][C:24]1[CH:30]=[CH:29][C:27]([NH2:28])=[CH:26][C:25]=1[C:31]([F:34])([F:33])[F:32])([C:16]([CH3:19])([CH3:18])[CH3:17])([CH3:15])[CH3:14].C(N(C(C)C)C(C)C)C.O.N1(O)C2C=CC=CC=2N=N1.Cl.C(N=C=NCCCN(C)C)C. The catalyst is C(Cl)Cl. The product is [Br:1][C:2]1[CH:7]=[CH:6][C:5]([CH2:8][C:9]([NH:28][C:27]2[CH:29]=[CH:30][C:24]([CH2:23][C:22]([CH3:35])([CH3:36])[CH2:21][O:20][Si:13]([C:16]([CH3:17])([CH3:18])[CH3:19])([CH3:14])[CH3:15])=[C:25]([C:31]([F:34])([F:32])[F:33])[CH:26]=2)=[O:11])=[CH:4][C:3]=1[F:12]. The yield is 0.614. (2) The reactants are O.[NH2:2][NH2:3].Br[CH2:5][CH2:6][O:7][CH2:8][CH2:9][O:10][CH3:11]. The catalyst is C(O)C. The product is [CH3:11][O:10][CH2:9][CH2:8][O:7][CH2:6][CH2:5][NH:2][NH2:3]. The yield is 0.850. (3) The reactants are [NH2:1][C@@H:2]1[C:11]2[C:6](=[CH:7][CH:8]=[CH:9][CH:10]=2)[C@H:5]([OH:12])[CH2:4][CH2:3]1.[H-].[Na+].F[C:16]1[CH:17]=[CH:18][C:19]2[N:20]([C:22]([N:25]3[CH2:30][CH2:29][CH2:28][C@@H:27]([CH2:31][O:32][Si:33]([CH:40]([CH3:42])[CH3:41])([CH:37]([CH3:39])[CH3:38])[CH:34]([CH3:36])[CH3:35])[CH2:26]3)=[N:23][N:24]=2)[CH:21]=1. The catalyst is CN(C=O)C. The product is [CH:40]([Si:33]([CH:34]([CH3:36])[CH3:35])([CH:37]([CH3:39])[CH3:38])[O:32][CH2:31][C@@H:27]1[CH2:28][CH2:29][CH2:30][N:25]([C:22]2[N:20]3[CH:21]=[C:16]([O:12][C@H:5]4[C:6]5[C:11](=[CH:10][CH:9]=[CH:8][CH:7]=5)[C@@H:2]([NH2:1])[CH2:3][CH2:4]4)[CH:17]=[CH:18][C:19]3=[N:24][N:23]=2)[CH2:26]1)([CH3:41])[CH3:42]. The yield is 0.570. (4) The reactants are [OH-].[K+].[Br:3][C:4]1[CH:5]=[CH:6][C:7]2[NH:8][C:9]3[C:14]([C:15]=2[CH:16]=1)=[CH:13][C:12]([Br:17])=[CH:11][CH:10]=3.[CH2:18]([CH:20]1[O:22][CH2:21]1)Br. The catalyst is CN(C=O)C. The product is [Br:17][C:12]1[CH:11]=[CH:10][C:9]2[N:8]([CH2:18][CH:20]3[CH2:21][O:22]3)[C:7]3[C:15]([C:14]=2[CH:13]=1)=[CH:16][C:4]([Br:3])=[CH:5][CH:6]=3. The yield is 0.660. (5) The reactants are O[Li].O.O.C([O:9][C:10]([C:12]1([CH2:17][CH2:18][CH2:19][CH2:20][CH2:21][C:22](=[O:40])[CH2:23][CH2:24][CH2:25][CH2:26][CH2:27][C:28]2([C:33]([O:35]CCCC)=[O:34])[CH2:32][CH2:31][CH2:30][CH2:29]2)[CH2:16][CH2:15][CH2:14][CH2:13]1)=[O:11])CCC. The catalyst is CCO. The product is [C:33]([C:28]1([CH2:27][CH2:26][CH2:25][CH2:24][CH2:23][C:22](=[O:40])[CH2:21][CH2:20][CH2:19][CH2:18][CH2:17][C:12]2([C:10]([OH:11])=[O:9])[CH2:16][CH2:15][CH2:14][CH2:13]2)[CH2:29][CH2:30][CH2:31][CH2:32]1)([OH:35])=[O:34]. The yield is 0.830.